From a dataset of NCI-60 drug combinations with 297,098 pairs across 59 cell lines. Regression. Given two drug SMILES strings and cell line genomic features, predict the synergy score measuring deviation from expected non-interaction effect. (1) Drug 1: CC1=C(C=C(C=C1)NC2=NC=CC(=N2)N(C)C3=CC4=NN(C(=C4C=C3)C)C)S(=O)(=O)N.Cl. Drug 2: C1=CC(=CC=C1CCC2=CNC3=C2C(=O)NC(=N3)N)C(=O)NC(CCC(=O)O)C(=O)O. Cell line: SW-620. Synergy scores: CSS=36.0, Synergy_ZIP=12.8, Synergy_Bliss=11.6, Synergy_Loewe=-11.7, Synergy_HSA=4.34. (2) Drug 1: C1=CC(=CC=C1C#N)C(C2=CC=C(C=C2)C#N)N3C=NC=N3. Drug 2: C1CN1C2=NC(=NC(=N2)N3CC3)N4CC4. Cell line: NCI-H322M. Synergy scores: CSS=7.62, Synergy_ZIP=-1.92, Synergy_Bliss=-3.66, Synergy_Loewe=1.61, Synergy_HSA=-2.98. (3) Drug 1: COC1=C2C(=CC3=C1OC=C3)C=CC(=O)O2. Drug 2: CC1CCCC2(C(O2)CC(NC(=O)CC(C(C(=O)C(C1O)C)(C)C)O)C(=CC3=CSC(=N3)C)C)C. Cell line: OVCAR3. Synergy scores: CSS=46.2, Synergy_ZIP=8.24, Synergy_Bliss=-0.105, Synergy_Loewe=-42.3, Synergy_HSA=-11.0. (4) Drug 1: CCC1(CC2CC(C3=C(CCN(C2)C1)C4=CC=CC=C4N3)(C5=C(C=C6C(=C5)C78CCN9C7C(C=CC9)(C(C(C8N6C=O)(C(=O)OC)O)OC(=O)C)CC)OC)C(=O)OC)O.OS(=O)(=O)O. Drug 2: CC1=C(C=C(C=C1)NC(=O)C2=CC=C(C=C2)CN3CCN(CC3)C)NC4=NC=CC(=N4)C5=CN=CC=C5. Cell line: A498. Synergy scores: CSS=1.71, Synergy_ZIP=-0.708, Synergy_Bliss=-3.85, Synergy_Loewe=-1.27, Synergy_HSA=-3.30. (5) Drug 1: COC1=CC(=CC(=C1O)OC)C2C3C(COC3=O)C(C4=CC5=C(C=C24)OCO5)OC6C(C(C7C(O6)COC(O7)C8=CC=CS8)O)O. Synergy scores: CSS=58.2, Synergy_ZIP=-2.11, Synergy_Bliss=-4.98, Synergy_Loewe=-0.521, Synergy_HSA=0.775. Cell line: LOX IMVI. Drug 2: CC1C(C(CC(O1)OC2CC(CC3=C2C(=C4C(=C3O)C(=O)C5=C(C4=O)C(=CC=C5)OC)O)(C(=O)CO)O)N)O.Cl.